From a dataset of Full USPTO retrosynthesis dataset with 1.9M reactions from patents (1976-2016). Predict the reactants needed to synthesize the given product. (1) Given the product [F:17][C:13]1[CH:14]=[CH:15][CH:16]=[C:11]([F:10])[C:12]=1[CH:18]([I:34])[S:19]([C:22]1[CH2:26][C:25]([CH3:28])([CH3:27])[O:24][N:23]=1)(=[O:20])=[O:21], predict the reactants needed to synthesize it. The reactants are: CN1CCCN(C)C1=O.[F:10][C:11]1[CH:16]=[CH:15][CH:14]=[C:13]([F:17])[C:12]=1[CH2:18][S:19]([C:22]1[CH2:26][C:25]([CH3:28])([CH3:27])[O:24][N:23]=1)(=[O:21])=[O:20].C([Li])CCC.[I:34]N1C(=O)CCC1=O. (2) Given the product [C:38]([O:37][C:35]([N:42]([CH3:46])[C@H:1]1[C@H:6]([O:7][Si:51]([C:47]([CH3:50])([CH3:49])[CH3:48])([CH3:54])[CH3:53])[CH2:5][CH2:4][N:3]([C:8]([O:10][CH2:11][C:12]2[CH:17]=[CH:16][CH:15]=[CH:14][CH:13]=2)=[O:9])[CH2:2]1)=[O:36])([CH3:39])([CH3:40])[CH3:41].[C:30]([O:29][C:27]([N:44]([CH3:43])[C@@H:45]1[CH2:46][CH2:4][N:3]([C:8]([O:10][CH2:11][C:12]2[CH:13]=[CH:14][CH:15]=[CH:16][CH:17]=2)=[O:9])[CH2:2][C@H:1]1[O:7][Si:51]([C:47]([CH3:50])([CH3:49])[CH3:48])([CH3:54])[CH3:53])=[O:28])([CH3:33])([CH3:32])[CH3:31], predict the reactants needed to synthesize it. The reactants are: [CH:1]12[O:7][CH:6]1[CH2:5][CH2:4][N:3]([C:8]([O:10][CH2:11][C:12]1[CH:17]=[CH:16][CH:15]=[CH:14][CH:13]=1)=[O:9])[CH2:2]2.CN.C(N(CC)CC)C.[C:27](O[C:35]([O:37][C:38]([CH3:41])([CH3:40])[CH3:39])=[O:36])([O:29][C:30]([CH3:33])([CH3:32])[CH3:31])=[O:28].[NH:42]1[CH:46]=[CH:45][N:44]=[CH:43]1.[C:47]([Si:51]([CH3:54])([CH3:53])Cl)([CH3:50])([CH3:49])[CH3:48].